Dataset: Full USPTO retrosynthesis dataset with 1.9M reactions from patents (1976-2016). Task: Predict the reactants needed to synthesize the given product. (1) Given the product [CH3:37][O:36][C:33]1[CH:34]=[CH:35][C:30]([C:4]([C:6]2[N:7]=[CH:8][N:9]([C:11]3[CH:12]=[C:13]([C:17]4[CH:22]=[CH:21][CH:20]=[CH:19][C:18]=4[O:23][C:24]([F:27])([F:25])[F:26])[CH:14]=[CH:15][CH:16]=3)[CH:10]=2)=[O:5])=[CH:31][CH:32]=1, predict the reactants needed to synthesize it. The reactants are: CON(C)[C:4]([C:6]1[N:7]=[CH:8][N:9]([C:11]2[CH:12]=[C:13]([C:17]3[CH:22]=[CH:21][CH:20]=[CH:19][C:18]=3[O:23][C:24]([F:27])([F:26])[F:25])[CH:14]=[CH:15][CH:16]=2)[CH:10]=1)=[O:5].Br[C:30]1[CH:35]=[CH:34][C:33]([O:36][CH3:37])=[CH:32][CH:31]=1. (2) Given the product [OH:10][C:9]1[CH:8]=[CH:7][C:4]([C:5]#[N:6])=[CH:3][C:2]=1[S:19][CH3:18], predict the reactants needed to synthesize it. The reactants are: N[C:2]1[CH:3]=[C:4]([CH:7]=[CH:8][C:9]=1[OH:10])[C:5]#[N:6].N(OC(C)(C)C)=O.[CH3:18][S:19]SC. (3) Given the product [CH:6]1[C:7]([CH2:15][C@@H:16]([NH2:33])[CH2:17][C:18]([N:20]2[CH2:32][C:24]3=[N:25][N:26]=[C:27]([C:28]([F:31])([F:30])[F:29])[N:23]3[CH2:22][CH2:21]2)=[O:19])=[C:8]([F:14])[CH:9]=[C:10]([F:13])[C:11]=1[F:12].[S:36]([CH2:34][CH3:35])([O-:39])(=[O:38])=[O:37], predict the reactants needed to synthesize it. The reactants are: CO.C(O)C.[CH:6]1[C:7]([CH2:15][C@@H:16]([NH2:33])[CH2:17][C:18]([N:20]2[CH2:32][C:24]3=[N:25][N:26]=[C:27]([C:28]([F:31])([F:30])[F:29])[N:23]3[CH2:22][CH2:21]2)=[O:19])=[C:8]([F:14])[CH:9]=[C:10]([F:13])[C:11]=1[F:12].[CH2:34]([S:36]([OH:39])(=[O:38])=[O:37])[CH3:35].